From a dataset of NCI-60 drug combinations with 297,098 pairs across 59 cell lines. Regression. Given two drug SMILES strings and cell line genomic features, predict the synergy score measuring deviation from expected non-interaction effect. (1) Drug 1: CC1=C2C(C(=O)C3(C(CC4C(C3C(C(C2(C)C)(CC1OC(=O)C(C(C5=CC=CC=C5)NC(=O)OC(C)(C)C)O)O)OC(=O)C6=CC=CC=C6)(CO4)OC(=O)C)O)C)O. Drug 2: C1=NC(=NC(=O)N1C2C(C(C(O2)CO)O)O)N. Cell line: SW-620. Synergy scores: CSS=34.1, Synergy_ZIP=-8.99, Synergy_Bliss=0.530, Synergy_Loewe=3.07, Synergy_HSA=2.49. (2) Drug 1: C1CCN(CC1)CCOC2=CC=C(C=C2)C(=O)C3=C(SC4=C3C=CC(=C4)O)C5=CC=C(C=C5)O. Drug 2: CCC1=CC2CC(C3=C(CN(C2)C1)C4=CC=CC=C4N3)(C5=C(C=C6C(=C5)C78CCN9C7C(C=CC9)(C(C(C8N6C)(C(=O)OC)O)OC(=O)C)CC)OC)C(=O)OC.C(C(C(=O)O)O)(C(=O)O)O. Cell line: RPMI-8226. Synergy scores: CSS=43.8, Synergy_ZIP=1.30, Synergy_Bliss=-0.680, Synergy_Loewe=-27.5, Synergy_HSA=-2.48.